Dataset: Full USPTO retrosynthesis dataset with 1.9M reactions from patents (1976-2016). Task: Predict the reactants needed to synthesize the given product. (1) Given the product [CH2:1]([O:8][C:9]1[CH:10]=[C:11]([CH:16]=[C:17]([O:20][CH3:21])[C:18]=1[Br:19])[C:12]([OH:14])=[O:13])[C:2]1[CH:7]=[CH:6][CH:5]=[CH:4][CH:3]=1, predict the reactants needed to synthesize it. The reactants are: [CH2:1]([O:8][C:9]1[CH:10]=[C:11]([CH:16]=[C:17]([O:20][CH3:21])[C:18]=1[Br:19])[C:12]([O:14]C)=[O:13])[C:2]1[CH:7]=[CH:6][CH:5]=[CH:4][CH:3]=1.[OH-].[Na+]. (2) The reactants are: Cl[C:2]1[C:7]([N+:8]([O-:10])=[O:9])=[CH:6][CH:5]=[C:4]([Cl:11])[N:3]=1.[C:12]([Cu])#[N:13]. Given the product [Cl:11][C:4]1[N:3]=[C:2]([C:12]#[N:13])[C:7]([N+:8]([O-:10])=[O:9])=[CH:6][CH:5]=1, predict the reactants needed to synthesize it. (3) Given the product [Br:16][C:17]1[CH:18]=[CH:19][C:20]([S:25][CH2:26][CH3:27])=[C:21]([CH:24]=1)[CH:22]=[O:5], predict the reactants needed to synthesize it. The reactants are: CC([O:5]C(OC(OC(C)(C)C)=O)=O)(C)C.[Br:16][C:17]1[CH:18]=[CH:19][C:20]([S:25][CH2:26][CH3:27])=[C:21]([CH:24]=1)[CH2:22]N.O. (4) The reactants are: [NH2:1][C:2]1[CH:7]=[CH:6][C:5]([C@@H:8]2[CH2:10][C@H:9]2[NH:11][C:12](=[O:18])[O:13][C:14]([CH3:17])([CH3:16])[CH3:15])=[CH:4][CH:3]=1.[C:19](Cl)(=[O:26])[C:20]1[CH:25]=[CH:24][CH:23]=[CH:22][CH:21]=1.C(N(CC)CC)C.O. Given the product [C:20]1([C:19]([NH:1][C:2]2[CH:7]=[CH:6][C:5]([C@@H:8]3[CH2:10][C@H:9]3[NH:11][C:12](=[O:18])[O:13][C:14]([CH3:15])([CH3:17])[CH3:16])=[CH:4][CH:3]=2)=[O:26])[CH:25]=[CH:24][CH:23]=[CH:22][CH:21]=1, predict the reactants needed to synthesize it. (5) Given the product [OH:29][CH2:28][CH2:27][N:25]1[CH:26]=[C:22]([CH2:21][N:18]2[C:13]3=[C:12]4[C:17](=[CH:16][CH:15]=[CH:14]3)[C:8]([CH3:7])([CH3:33])[CH2:9][CH2:10][N:11]4[C:19]2=[O:20])[N:23]=[N:24]1, predict the reactants needed to synthesize it. The reactants are: [H-].[Al+3].[Li+].[H-].[H-].[H-].[CH3:7][C:8]1([CH3:33])[C:17]2[C:12]3=[C:13]([N:18]([CH2:21][C:22]4[N:23]=[N:24][N:25]([CH2:27][C:28](OCC)=[O:29])[CH:26]=4)[C:19](=[O:20])[N:11]3[CH2:10][CH2:9]1)[CH:14]=[CH:15][CH:16]=2.